This data is from Forward reaction prediction with 1.9M reactions from USPTO patents (1976-2016). The task is: Predict the product of the given reaction. (1) Given the reactants [CH2:1]([O:8][CH2:9][C:10]1[N:15]=[C:14]([NH2:16])[N:13]=[C:12]([NH2:17])[C:11]=1[C:18]1[CH:23]=[CH:22][C:21]([NH:24][CH2:25][C:26]2[CH:31]=[CH:30][C:29]([Cl:32])=[CH:28][CH:27]=2)=[CH:20][CH:19]=1)[C:2]1[CH:7]=[CH:6][CH:5]=[CH:4][CH:3]=1.[CH2:33]([N:36]=[C:37]=[O:38])[CH:34]=[CH2:35], predict the reaction product. The product is: [CH2:33]([NH:36][C:37](=[O:38])[N:24]([CH2:25][C:26]1[CH:27]=[CH:28][C:29]([Cl:32])=[CH:30][CH:31]=1)[C:21]1[CH:22]=[CH:23][C:18]([C:11]2[C:12]([NH2:17])=[N:13][C:14]([NH2:16])=[N:15][C:10]=2[CH2:9][O:8][CH2:1][C:2]2[CH:3]=[CH:4][CH:5]=[CH:6][CH:7]=2)=[CH:19][CH:20]=1)[CH:34]=[CH2:35]. (2) The product is: [CH3:23][O:22][C:20](=[O:21])[C:24]1[CH:31]=[CH:30][C:27]([CH2:28][O:8][C:6]2[CH:5]=[CH:4][C:3]([S:9][C:10]3[CH:15]=[CH:14][C:13]([NH:16][C:17](=[O:19])[CH3:18])=[CH:12][CH:11]=3)=[C:2]([NH2:1])[CH:7]=2)=[CH:26][CH:25]=1. Given the reactants [NH2:1][C:2]1[CH:7]=[C:6]([OH:8])[CH:5]=[CH:4][C:3]=1[S:9][C:10]1[CH:15]=[CH:14][C:13]([NH:16][C:17](=[O:19])[CH3:18])=[CH:12][CH:11]=1.[C:20]([C:24]1[CH:31]=[CH:30][C:27]([CH2:28]Br)=[CH:26][CH:25]=1)([O:22][CH3:23])=[O:21].C(=O)([O-])[O-].[K+].[K+], predict the reaction product. (3) Given the reactants [C:1]1([C@H:7]2[C@@H:11]([C:12]3[CH:17]=[CH:16][CH:15]=[CH:14][CH:13]=3)[NH:10][C:9](=[S:18])[NH:8]2)[CH:6]=[CH:5][CH:4]=[CH:3][CH:2]=1.[Cl:19][C:20]1[CH:21]=[C:22]([CH:25]=[CH:26][C:27]=1[Cl:28])[CH2:23]Cl, predict the reaction product. The product is: [ClH:19].[Cl:19][C:20]1[CH:21]=[C:22]([CH:25]=[CH:26][C:27]=1[Cl:28])[CH2:23][S:18][C:9]1[NH:8][C@H:7]([C:1]2[CH:2]=[CH:3][CH:4]=[CH:5][CH:6]=2)[C@H:11]([C:12]2[CH:13]=[CH:14][CH:15]=[CH:16][CH:17]=2)[N:10]=1.